Dataset: Reaction yield outcomes from USPTO patents with 853,638 reactions. Task: Predict the reaction yield, written as a fraction of the theoretical maximum amount of product (1.0 means a 100% yield; for example, 0.34 means a 34% yield). (1) The reactants are [Br:1][CH:2]1[CH2:23][CH2:22][C:5]2=[CH:6][C:7]3[C:8]4[CH:17]=[CH:16][C:15]([C:18](=[O:21])[CH2:19]Br)=[CH:14][C:9]=4[CH2:10][O:11][C:12]=3[CH:13]=[C:4]2[C:3]1=[O:24].[C:25]([O:29][C:30]([N:32]1[C@@H:36]([CH3:37])[CH2:35][CH2:34][C@H:33]1[C:38]([OH:40])=[O:39])=[O:31])([CH3:28])([CH3:27])[CH3:26].C([O-])([O-])=O.[K+].[K+]. The catalyst is ClCCl. The product is [CH3:37][C@@H:36]1[N:32]([C:30]([O:29][C:25]([CH3:26])([CH3:27])[CH3:28])=[O:31])[C@H:33]([C:38]([O:40][CH2:19][C:18]([C:15]2[CH:16]=[CH:17][C:8]3[C:7]4[CH:6]=[C:5]5[CH2:22][CH2:23][CH:2]([Br:1])[C:3](=[O:24])[C:4]5=[CH:13][C:12]=4[O:11][CH2:10][C:9]=3[CH:14]=2)=[O:21])=[O:39])[CH2:34][CH2:35]1. The yield is 0.840. (2) The reactants are ClC1C=CC=CC=1NC(=O)NC1C=CC(C2C=C3C(CN([C@@H](C(C)C)C(O)=O)C3=O)=CC=2)=NC=1.[CH3:35][C:36]1[CH:37]=[C:38]([NH:43][C:44](=[O:70])[NH:45][C:46]2[CH:47]=[CH:48][C:49]([C:52]3[CH:60]=[C:59]4[C:55]([CH2:56][N:57]([C@@H:62]([CH:67]([CH3:69])[CH3:68])[C:63]([O:65]C)=[O:64])[C:58]4=[O:61])=[CH:54][CH:53]=3)=[N:50][CH:51]=2)[CH:39]=[CH:40][C:41]=1[CH3:42]. No catalyst specified. The product is [CH3:35][C:36]1[CH:37]=[C:38]([NH:43][C:44](=[O:70])[NH:45][C:46]2[CH:47]=[CH:48][C:49]([C:52]3[CH:60]=[C:59]4[C:55]([CH2:56][N:57]([C@@H:62]([CH:67]([CH3:68])[CH3:69])[C:63]([OH:65])=[O:64])[C:58]4=[O:61])=[CH:54][CH:53]=3)=[N:50][CH:51]=2)[CH:39]=[CH:40][C:41]=1[CH3:42]. The yield is 0.960.